This data is from Forward reaction prediction with 1.9M reactions from USPTO patents (1976-2016). The task is: Predict the product of the given reaction. (1) Given the reactants [C:1]([CH:3]1[CH2:8][CH2:7][N:6]([C:9]([O:11][CH2:12][C:13]2[CH:18]=[CH:17][CH:16]=[CH:15][CH:14]=2)=[O:10])[CH2:5][CH2:4]1)#[N:2].[Li+].C[Si]([N-][Si](C)(C)C)(C)C.[CH2:29]=[O:30], predict the reaction product. The product is: [C:1]([C:3]1([CH2:29][OH:30])[CH2:8][CH2:7][N:6]([C:9]([O:11][CH2:12][C:13]2[CH:14]=[CH:15][CH:16]=[CH:17][CH:18]=2)=[O:10])[CH2:5][CH2:4]1)#[N:2]. (2) Given the reactants [CH3:1][C:2]([C:4]1[CH:9]=[C:8]([O:10][CH2:11][C:12]([F:15])([F:14])[F:13])[CH:7]=[CH:6][C:5]=1[O:16][CH2:17][C:18]([F:21])([F:20])[F:19])=[O:3].[F:22][C:23]1[C:30]([F:31])=[C:29]([C:32]([F:35])([F:34])[F:33])[CH:28]=[CH:27][C:24]=1[CH:25]=O, predict the reaction product. The product is: [F:21][C:18]([F:19])([F:20])[CH2:17][O:16][C:5]1[CH:6]=[CH:7][C:8]([O:10][CH2:11][C:12]([F:13])([F:14])[F:15])=[CH:9][C:4]=1[C:2](=[O:3])[CH:1]=[CH:25][C:24]1[CH:27]=[CH:28][C:29]([C:32]([F:35])([F:34])[F:33])=[C:30]([F:31])[C:23]=1[F:22].